Predict the reaction yield, written as a fraction of the theoretical maximum amount of product (1.0 means a 100% yield; for example, 0.34 means a 34% yield). From a dataset of Reaction yield outcomes from USPTO patents with 853,638 reactions. (1) The reactants are C1C2C(=CC=CC=2)C=CC=1[C:11]1[CH:12]=[C:13]([CH:24]=[CH:25][CH:26]=1)[CH2:14][C:15]1[CH:23]=[CH:22][CH:21]=[CH:20][C:16]=1[C:17]([OH:19])=O.F. No catalyst specified. The product is [C:11]1([C:11]2[CH:26]=[CH:25][C:24]3[C:17](=[O:19])[C:16]4[C:15](=[CH:23][CH:22]=[CH:21][CH:20]=4)[CH2:14][C:13]=3[CH:12]=2)[CH:12]=[CH:13][CH:24]=[CH:25][CH:26]=1. The yield is 0.610. (2) The reactants are [NH2:1][C@H:2]([CH2:7][CH3:8])[C:3]([O:5][CH3:6])=[O:4].[C:9]1(=O)[CH2:13][CH2:12][CH2:11][CH2:10]1.C([O-])(=O)C.[Na+].C(O[BH-](OC(=O)C)OC(=O)C)(=O)C.[Na+].C(=O)(O)[O-].[Na+]. The catalyst is C(Cl)Cl. The product is [CH:9]1([NH:1][C@H:2]([CH2:7][CH3:8])[C:3]([O:5][CH3:6])=[O:4])[CH2:13][CH2:12][CH2:11][CH2:10]1. The yield is 0.950. (3) The reactants are [F:1][C:2]1[CH:3]=[C:4]2[C:8](=[CH:9][CH:10]=1)[NH:7][C:6](=[O:11])[CH2:5]2.[Li+].C[Si]([N-][Si](C)(C)C)(C)C.[Br:22][C:23]1[C:27]([CH3:29])([CH3:28])[O:26][C:25](=O)[CH:24]=1.Cl. The catalyst is C1COCC1.O. The product is [Br:22][C:23]1[C:27]([CH3:29])([CH3:28])[O:26]/[C:25](=[C:5]2/[C:6](=[O:11])[NH:7][C:8]3[C:4]/2=[CH:3][C:2]([F:1])=[CH:10][CH:9]=3)/[CH:24]=1. The yield is 0.800. (4) The reactants are Br[C:2]1[C:10]2[CH:11]=[C:12]3[C:20]([C:21]([CH3:23])([CH3:22])[C:9]=2[C:8]2[C:3]=1[CH:4]=[CH:5][CH:6]([C:24]1[CH:29]=[CH:28][CH:27]=[CH:26][CH:25]=1)[CH:7]=2)=[C:19]1[C:14]([CH:15]=[CH:16][CH:17]=[CH:18]1)=[N:13]3.[B:39]1([B:39]2[O:43][C:42]([CH3:45])([CH3:44])[C:41]([CH3:47])([CH3:46])[O:40]2)[O:43][C:42]([CH3:45])([CH3:44])[C:41]([CH3:47])([CH3:46])[O:40]1.C([O-])(=O)C.[K+].CS(C)=O. The catalyst is [Cl-].[Na+].O.C1(C)C=CC=CC=1. The product is [CH3:22][C:21]1([CH3:23])[C:20]2[C:12]([N:13]=[C:14]3[C:19]=2[CH:18]=[CH:17][CH:16]=[CH:15]3)=[CH:11][C:10]2[C:2]([B:39]3[O:40][C:41]([CH3:46])([CH3:47])[C:42]([CH3:44])([CH3:45])[O:43]3)=[C:3]3[C:8]([C:9]1=2)=[CH:7][CH:6]([C:24]1[CH:29]=[CH:28][CH:27]=[CH:26][CH:25]=1)[CH:5]=[CH:4]3. The yield is 0.427. (5) The reactants are ClCCl.[CH2:4]([O:6][C:7](=[O:37])[CH:8]([NH:30][C:31]([O:33][CH2:34][CH:35]=[CH2:36])=[O:32])[CH2:9][C:10]1[O:14][N:13]=[C:12]([CH:15]2[CH2:19][CH2:18][CH2:17][N:16]2[C:20](=[O:29])[CH2:21][C:22]2[CH:27]=[CH:26][C:25]([NH2:28])=[CH:24][CH:23]=2)[CH:11]=1)[CH3:5].[Cl:38][C:39]1[CH:47]=[CH:46][CH:45]=[C:44]([Cl:48])[C:40]=1[C:41](Cl)=[O:42].N1C=CC=CC=1. The catalyst is C(OCC)(=O)C. The product is [CH2:4]([O:6][C:7](=[O:37])[CH:8]([NH:30][C:31]([O:33][CH2:34][CH:35]=[CH2:36])=[O:32])[CH2:9][C:10]1[O:14][N:13]=[C:12]([CH:15]2[CH2:19][CH2:18][CH2:17][N:16]2[C:20](=[O:29])[CH2:21][C:22]2[CH:23]=[CH:24][C:25]([NH:28][C:41](=[O:42])[C:40]3[C:39]([Cl:38])=[CH:47][CH:46]=[CH:45][C:44]=3[Cl:48])=[CH:26][CH:27]=2)[CH:11]=1)[CH3:5]. The yield is 0.780. (6) The product is [CH:38]1([C:36]([NH:35][C:33]2[N:34]=[C:29]3[CH:28]=[CH:27][C:26]([O:25][C:24]4[CH:41]=[CH:42][C:43]([CH3:44])=[C:22]([NH:21][C:7]([C:5]5[N:6]=[C:2]([CH3:1])[O:3][CH:4]=5)=[O:9])[CH:23]=4)=[N:31][N:30]3[CH:32]=2)=[O:37])[CH2:39][CH2:40]1. The yield is 0.740. The reactants are [CH3:1][C:2]1[O:3][CH:4]=[C:5]([C:7]([OH:9])=O)[N:6]=1.O1CCCC1.C(Cl)(=O)C(Cl)=O.[NH2:21][C:22]1[CH:23]=[C:24]([CH:41]=[CH:42][C:43]=1[CH3:44])[O:25][C:26]1[CH:27]=[CH:28][C:29]2[N:30]([CH:32]=[C:33]([NH:35][C:36]([CH:38]3[CH2:40][CH2:39]3)=[O:37])[N:34]=2)[N:31]=1. The catalyst is CN(C)C=O.CN(C)C(=O)C. (7) The reactants are [NH2:1][C:2]1[C:11]([C:12]2[CH:17]=[CH:16][C:15]([CH2:18][OH:19])=[CH:14][CH:13]=2)=[N:10][C:9]([Br:20])=[CH:8][C:3]=1[C:4]([O:6][CH3:7])=[O:5].N([O-])=O.[Na+].[N-:25]=[N+:26]=[N-].[Na+].CCOCC. The catalyst is C(O)(C(F)(F)F)=O.CCOC(C)=O.O. The product is [N:1]([C:2]1[C:11]([C:12]2[CH:17]=[CH:16][C:15]([CH:18]=[O:19])=[CH:14][CH:13]=2)=[N:10][C:9]([Br:20])=[CH:8][C:3]=1[C:4]([O:6][CH3:7])=[O:5])=[N+:25]=[N-:26]. The yield is 0.730. (8) The reactants are [O:1]1[CH2:6][CH2:5][CH:4]([NH2:7])[CH2:3][CH2:2]1.C(N(CC)CC)C.Cl[C:16]1[C:21]([N+:22]([O-:24])=[O:23])=[CH:20][CH:19]=[C:18]([Cl:25])[N:17]=1. The catalyst is C(Cl)(Cl)Cl. The product is [Cl:25][C:18]1[N:17]=[C:16]([NH:7][CH:4]2[CH2:5][CH2:6][O:1][CH2:2][CH2:3]2)[C:21]([N+:22]([O-:24])=[O:23])=[CH:20][CH:19]=1. The yield is 0.900. (9) The reactants are Cl[C:2]1[C:11]2[C:6](=[CH:7][CH:8]=[CH:9][CH:10]=2)[N:5]=[CH:4][N:3]=1.CCN(C(C)C)C(C)C.C([N:28]1[CH2:33][CH2:32][NH:31][CH2:30][CH2:29]1)(OC(C)(C)C)=O.Cl.O1CCOCC1. The catalyst is CC(O)C. The product is [N:28]1([C:2]2[C:11]3[C:6](=[CH:7][CH:8]=[CH:9][CH:10]=3)[N:5]=[CH:4][N:3]=2)[CH2:33][CH2:32][NH:31][CH2:30][CH2:29]1. The yield is 0.960. (10) The reactants are [CH2:1]([N:8]1[CH2:12][CH2:11][C:10]([C:14]2[CH:19]=[CH:18][CH:17]=[CH:16][C:15]=2[S:20]([NH:23]C(C)(C)C)(=[O:22])=[O:21])(O)[CH2:9]1)[C:2]1[CH:7]=[CH:6][CH:5]=[CH:4][CH:3]=1.C(#N)C.[I-].[Na+].Cl[Si](C)(C)C. No catalyst specified. The product is [CH2:1]([N:8]1[CH2:12][CH2:11][C:10]2([C:14]3[CH:19]=[CH:18][CH:17]=[CH:16][C:15]=3[S:20](=[O:22])(=[O:21])[NH:23]2)[CH2:9]1)[C:2]1[CH:7]=[CH:6][CH:5]=[CH:4][CH:3]=1. The yield is 0.600.